This data is from Forward reaction prediction with 1.9M reactions from USPTO patents (1976-2016). The task is: Predict the product of the given reaction. (1) Given the reactants [C:1]([C:5]1[CH:6]=[C:7]([OH:11])[CH:8]=[CH:9][CH:10]=1)([CH3:4])([CH3:3])[CH3:2].Br[CH2:13][CH2:14][OH:15].O[C:17]1[CH:22]=[CH:21][C:20]([CH:23]([C:29]#[C:30][CH3:31])[CH2:24][C:25]([O:27]C)=[O:26])=[CH:19][CH:18]=1, predict the reaction product. The product is: [C:1]([C:5]1[CH:6]=[C:7]([CH:8]=[CH:9][CH:10]=1)[O:11][CH2:13][CH2:14][O:15][C:17]1[CH:22]=[CH:21][C:20]([CH:23]([C:29]#[C:30][CH3:31])[CH2:24][C:25]([OH:27])=[O:26])=[CH:19][CH:18]=1)([CH3:4])([CH3:2])[CH3:3]. (2) The product is: [CH3:13][O:12][C:7]1[CH:6]=[C:5]2[C:10]([CH:11]=[C:2]([C:17]3[CH:25]=[CH:24][C:20]([C:21]([OH:23])=[O:22])=[CH:19][CH:18]=3)[CH:3]=[N:4]2)=[CH:9][CH:8]=1. Given the reactants Br[C:2]1[CH:3]=[N:4][C:5]2[C:10]([CH:11]=1)=[CH:9][CH:8]=[C:7]([O:12][CH3:13])[CH:6]=2.B([C:17]1[CH:25]=[CH:24][C:20]([C:21]([OH:23])=[O:22])=[CH:19][CH:18]=1)(O)O.C([O-])([O-])=O.[Na+].[Na+], predict the reaction product. (3) Given the reactants Br[C:2]1[CH:3]=[C:4]([C:13]#[C:14][CH2:15][CH2:16][CH2:17][CH2:18][CH2:19][C:20]2[C:21]([CH2:33][CH2:34][C:35]([OH:37])=[O:36])=[C:22]([CH:30]=[CH:31][CH:32]=2)[O:23][CH2:24][CH2:25][CH2:26][C:27]([OH:29])=[O:28])[CH:5]=[C:6]([C:8](=[O:12])[N:9]([CH3:11])[CH3:10])[CH:7]=1.O.[OH:39][C:40]1[CH:45]=[CH:44][C:43](B(O)O)=[CH:42][CH:41]=1.C(=O)([O-])[O-].[K+].[K+], predict the reaction product. The product is: [C:35]([CH2:34][CH2:33][C:21]1[C:20]([CH2:19][CH2:18][CH2:17][CH2:16][CH2:15][C:14]#[C:13][C:4]2[CH:3]=[C:2]([C:43]3[CH:44]=[CH:45][C:40]([OH:39])=[CH:41][CH:42]=3)[CH:7]=[C:6]([C:8](=[O:12])[N:9]([CH3:11])[CH3:10])[CH:5]=2)=[CH:32][CH:31]=[CH:30][C:22]=1[O:23][CH2:24][CH2:25][CH2:26][C:27]([OH:29])=[O:28])([OH:37])=[O:36]. (4) Given the reactants [NH2:1][C:2]1[CH:11]=[CH:10][C:5]([C:6]([O:8][CH3:9])=[O:7])=[CH:4][CH:3]=1.Cl[C:13](=[O:24])[CH2:14][CH2:15][CH2:16][CH2:17][CH2:18][CH2:19][C:20]([O:22][CH3:23])=[O:21].CO.CCOC(C)=O.CC(O)=O.CC#N, predict the reaction product. The product is: [CH3:23][O:22][C:20](=[O:21])[CH2:19][CH2:18][CH2:17][CH2:16][CH2:15][CH2:14][C:13]([NH:1][C:2]1[CH:3]=[CH:4][C:5]([C:6]([O:8][CH3:9])=[O:7])=[CH:10][CH:11]=1)=[O:24].